This data is from Reaction yield outcomes from USPTO patents with 853,638 reactions. The task is: Predict the reaction yield, written as a fraction of the theoretical maximum amount of product (1.0 means a 100% yield; for example, 0.34 means a 34% yield). The reactants are [F:1][C:2]1[CH:10]=[CH:9][CH:8]=[CH:7][C:3]=1[C:4]([OH:6])=O.[CH2:11]([N:15]1[C:23]2[N:22]=[C:21]([Cl:24])[NH:20][C:19]=2[C:18](=[O:25])[N:17]([CH2:26][CH2:27][CH2:28][CH2:29]/[C:30](=[N:33]/[H])/[NH:31]O)[C:16]1=[O:35])[CH2:12][CH2:13][CH3:14]. The catalyst is CS(C)=O. The product is [CH2:11]([N:15]1[C:23]2[N:22]=[C:21]([Cl:24])[NH:20][C:19]=2[C:18](=[O:25])[N:17]([CH2:26][CH2:27][CH2:28][CH2:29][C:30]2[N:31]=[C:4]([C:3]3[CH:7]=[CH:8][CH:9]=[CH:10][C:2]=3[F:1])[O:6][N:33]=2)[C:16]1=[O:35])[CH2:12][CH2:13][CH3:14]. The yield is 0.290.